From a dataset of Forward reaction prediction with 1.9M reactions from USPTO patents (1976-2016). Predict the product of the given reaction. (1) Given the reactants [CH3:1][C:2]1[N:3]=[CH:4][N:5]([C:7]2[S:8][CH:9]=[C:10]([C:12]([O:14]CC)=O)[N:11]=2)[CH:6]=1.NC1SC=C(C(OCC)=O)N=1.[H-].[Na+].N(C(C)C(OC)OC)=C=S.OS(O)(=O)=O.OO.[C:47]([O:50][C:51]([CH3:54])([CH3:53])[CH3:52])(=[O:49])[CH3:48].[Li], predict the reaction product. The product is: [C:51]([O:50][C:47](=[O:49])[CH2:48][C:12]([C:10]1[N:11]=[C:7]([N:5]2[CH:6]=[C:2]([CH3:1])[N:3]=[CH:4]2)[S:8][CH:9]=1)=[O:14])([CH3:54])([CH3:53])[CH3:52]. (2) The product is: [F:29][C:30]1[CH:31]=[C:32]([C:7]2[C@:8]3([CH2:24][CH2:23][C@H:22]4[C@@H:13]([CH2:14][CH2:15][C:16]5[CH:17]=[C:18]([C:25]#[N:26])[CH:19]=[CH:20][C:21]=54)[C@@H:10]3[CH2:11][CH:12]=2)[CH3:9])[CH:33]=[N:34][CH:35]=1. Given the reactants FC(F)(F)S(O[C:7]1[C@:8]2([CH2:24][CH2:23][C@H:22]3[C@@H:13]([CH2:14][CH2:15][C:16]4[CH:17]=[C:18]([C:25]#[N:26])[CH:19]=[CH:20][C:21]=43)[C@@H:10]2[CH2:11][CH:12]=1)[CH3:9])(=O)=O.[F:29][C:30]1[CH:31]=[C:32](B(O)O)[CH:33]=[N:34][CH:35]=1.[Cl-].[Li+].C(=O)([O-])[O-].[Na+].[Na+], predict the reaction product.